From a dataset of Reaction yield outcomes from USPTO patents with 853,638 reactions. Predict the reaction yield, written as a fraction of the theoretical maximum amount of product (1.0 means a 100% yield; for example, 0.34 means a 34% yield). (1) The reactants are [F:1][C:2]1[CH:9]=[CH:8][C:7]([O:10][CH3:11])=[CH:6][C:3]=1[CH:4]=O.[S:12]1[CH2:18][C:16](=[O:17])[NH:15][C:13]1=[S:14].C(O)(=O)C. The catalyst is C1(C)C=CC=CC=1.C([O-])(=O)C.[NH4+]. The product is [F:1][C:2]1[CH:9]=[CH:8][C:7]([O:10][CH3:11])=[CH:6][C:3]=1[CH:4]=[C:18]1[S:12][C:13](=[S:14])[NH:15][C:16]1=[O:17]. The yield is 0.910. (2) The reactants are Br[C:2]1[CH:11]=[C:10]2[C:5]([C:6]([OH:12])=[CH:7][CH:8]=[N:9]2)=[CH:4][CH:3]=1.O1CCOCC1.[CH2:19]([SH:26])[C:20]1[CH:25]=[CH:24][CH:23]=[CH:22][CH:21]=1.CCN(C(C)C)C(C)C. The catalyst is O.C1C=CC(/C=C/C(/C=C/C2C=CC=CC=2)=O)=CC=1.C1C=CC(/C=C/C(/C=C/C2C=CC=CC=2)=O)=CC=1.C1C=CC(/C=C/C(/C=C/C2C=CC=CC=2)=O)=CC=1.[Pd].[Pd].CC1(C)C2C(=C(P(C3C=CC=CC=3)C3C=CC=CC=3)C=CC=2)OC2C(P(C3C=CC=CC=3)C3C=CC=CC=3)=CC=CC1=2. The product is [CH2:19]([S:26][C:2]1[CH:11]=[C:10]2[C:5]([C:6]([OH:12])=[CH:7][CH:8]=[N:9]2)=[CH:4][CH:3]=1)[C:20]1[CH:25]=[CH:24][CH:23]=[CH:22][CH:21]=1. The yield is 1.00. (3) The reactants are [CH:1]1([OH:6])[CH2:5][CH2:4][CH2:3][CH2:2]1.[H-].[Na+].[Cl:9][C:10]1[C:11]2[CH2:22][CH2:21][CH2:20][C:12]=2[N:13]=[C:14](S(C)(=O)=O)[N:15]=1. The catalyst is C1COCC1.O. The product is [Cl:9][C:10]1[C:11]2[CH2:22][CH2:21][CH2:20][C:12]=2[N:13]=[C:14]([O:6][CH:1]2[CH2:5][CH2:4][CH2:3][CH2:2]2)[N:15]=1. The yield is 0.520. (4) The reactants are [F:1][C:2]1[CH:7]=[CH:6][C:5]([F:8])=[CH:4][C:3]=1[CH2:9][CH:10]([NH:12][C:13]1[CH:18]=[CH:17][NH:16][C:15](=[O:19])[C:14]=1[C:20]1[NH:38][C:23]2=[CH:24][C:25]3[C:26](=[O:37])[N:27]([CH2:32][CH2:33][N:34]([CH3:36])[CH3:35])[C:28](=O)[C:29]=3[CH:30]=[C:22]2[N:21]=1)[CH3:11]. The catalyst is C(O)(=O)C.[Zn]. The product is [F:1][C:2]1[CH:7]=[CH:6][C:5]([F:8])=[CH:4][C:3]=1[CH2:9][CH:10]([NH:12][C:13]1[CH:18]=[CH:17][NH:16][C:15](=[O:19])[C:14]=1[C:20]1[NH:21][C:22]2=[CH:30][C:29]3[CH2:28][N:27]([CH2:32][CH2:33][N:34]([CH3:35])[CH3:36])[C:26](=[O:37])[C:25]=3[CH:24]=[C:23]2[N:38]=1)[CH3:11]. The yield is 0.773.